Predict the reactants needed to synthesize the given product. From a dataset of Full USPTO retrosynthesis dataset with 1.9M reactions from patents (1976-2016). (1) Given the product [CH3:13][C:14]1([O:22][C:23]2[CH:24]=[CH:25][C:26]([CH:27]=[CH2:28])=[CH:29][CH:30]=2)[CH2:19][CH2:18][Si:17]([CH3:20])([CH3:21])[CH2:16][CH2:15]1.[OH:4][CH:5]=[CH:6][C:7]1[CH:12]=[CH:11][CH:10]=[CH:9][CH:8]=1, predict the reactants needed to synthesize it. The reactants are: C([O:4][CH:5]=[CH:6][C:7]1[CH:12]=[CH:11][CH:10]=[CH:9][CH:8]=1)(=O)C.[CH3:13][C:14]1([O:22][C:23]2[CH:30]=[CH:29][C:26]([CH:27]=[CH2:28])=[CH:25][CH:24]=2)[CH2:19][CH2:18][Si:17]([CH3:21])([CH3:20])[CH2:16][CH2:15]1. (2) Given the product [C:33]1([C:26]2[C:27]3[C:32](=[CH:31][CH:30]=[CH:29][CH:28]=3)[C:23]([NH:1][C:2]3[CH:21]=[CH:20][C:5]([O:6][C:7]4[C:12]([C:13]5[C:14]([C:18]#[N:19])=[N:15][NH:16][CH:17]=5)=[CH:11][CH:10]=[CH:9][N:8]=4)=[CH:4][CH:3]=3)=[N:24][N:25]=2)[CH:34]=[CH:35][CH:36]=[CH:37][CH:38]=1, predict the reactants needed to synthesize it. The reactants are: [NH2:1][C:2]1[CH:21]=[CH:20][C:5]([O:6][C:7]2[C:12]([C:13]3[C:14]([C:18]#[N:19])=[N:15][NH:16][CH:17]=3)=[CH:11][CH:10]=[CH:9][N:8]=2)=[CH:4][CH:3]=1.Cl[C:23]1[C:32]2[C:27](=[CH:28][CH:29]=[CH:30][CH:31]=2)[C:26]([C:33]2[CH:38]=[CH:37][CH:36]=[CH:35][CH:34]=2)=[N:25][N:24]=1. (3) Given the product [CH2:1]([O:8][C:9]1[CH:10]=[C:11]([CH:24]=[CH:25][C:26]=1[N+:27]([O-:29])=[O:28])[CH2:12][CH:13]1[C:22]2[C:17](=[CH:18][CH:19]=[CH:20][CH:21]=2)[CH2:16][CH2:15][C:14]1=[N:31][OH:32])[C:2]1[CH:7]=[CH:6][CH:5]=[CH:4][CH:3]=1, predict the reactants needed to synthesize it. The reactants are: [CH2:1]([O:8][C:9]1[CH:10]=[C:11]([CH:24]=[CH:25][C:26]=1[N+:27]([O-:29])=[O:28])[CH2:12][CH:13]1[C:22]2[C:17](=[CH:18][CH:19]=[CH:20][CH:21]=2)[CH2:16][CH2:15][C:14]1=O)[C:2]1[CH:7]=[CH:6][CH:5]=[CH:4][CH:3]=1.Cl.[NH2:31][OH:32].C([O-])(=O)C.[Na+]. (4) Given the product [CH2:8]([N:15]1[CH2:16][CH:27]2[C:26](=[O:31])[N:25]([CH3:24])[C:29](=[O:30])[CH:28]2[CH2:21]1)[C:9]1[CH:10]=[CH:11][CH:12]=[CH:13][CH:14]=1, predict the reactants needed to synthesize it. The reactants are: FC(F)(F)C(O)=O.[CH2:8]([N:15]([CH2:21]OC)[CH2:16][Si](C)(C)C)[C:9]1[CH:14]=[CH:13][CH:12]=[CH:11][CH:10]=1.[CH3:24][N:25]1[C:29](=[O:30])[CH:28]=[CH:27][C:26]1=[O:31]. (5) Given the product [C:40]([C:44]1[CH:45]=[CH:46][C:47]([C:48]([N:37]2[CH2:38][CH2:39][N:34]([C:26]3[CH:27]=[C:28]([F:33])[C:29]([O:31][CH3:32])=[CH:30][C:25]=3[F:24])[CH2:35][CH2:36]2)=[O:49])=[CH:51][CH:52]=1)([CH3:43])([CH3:41])[CH3:42], predict the reactants needed to synthesize it. The reactants are: Cl.Cl.COC1C=CC(N2CCNCC2)=CC=1.C(Cl)(=O)CC(C)C.[F:24][C:25]1[CH:30]=[C:29]([O:31][CH3:32])[C:28]([F:33])=[CH:27][C:26]=1[N:34]1[CH2:39][CH2:38][NH:37][CH2:36][CH2:35]1.[C:40]([C:44]1[CH:52]=[CH:51][C:47]([C:48](Cl)=[O:49])=[CH:46][CH:45]=1)([CH3:43])([CH3:42])[CH3:41]. (6) Given the product [C:11]([C:8]1[CH:9]=[CH:10][C:5]([S:2]([CH3:1])(=[O:3])=[O:4])=[CH:6][C:7]=1[N+:14]([O-:16])=[O:15])([CH3:12])=[CH2:18], predict the reactants needed to synthesize it. The reactants are: [CH3:1][S:2]([C:5]1[CH:10]=[CH:9][C:8](/[CH:11]=[CH:12]/C)=[C:7]([N+:14]([O-:16])=[O:15])[CH:6]=1)(=[O:4])=[O:3].Br[C:18]1C=CC(S(C)(=O)=O)=CC=1[N+]([O-])=O.C(B1OC(C)(C)C(C)(C)O1)(C)=C. (7) Given the product [CH2:1]([O:8][C:9]([N:11]1[CH2:16][CH2:15][CH:14]([NH:20][CH2:18][CH3:19])[CH2:13][CH2:12]1)=[O:10])[C:2]1[CH:7]=[CH:6][CH:5]=[CH:4][CH:3]=1, predict the reactants needed to synthesize it. The reactants are: [CH2:1]([O:8][C:9]([N:11]1[CH2:16][CH2:15][C:14](=O)[CH2:13][CH2:12]1)=[O:10])[C:2]1[CH:7]=[CH:6][CH:5]=[CH:4][CH:3]=1.[CH2:18]([NH2:20])[CH3:19].C(O[BH-](OC(=O)C)OC(=O)C)(=O)C.[Na+].C(O)(=O)C.C([O-])([O-])=O.[Na+].[Na+]. (8) Given the product [Cl:31][CH2:32][C:33]([N:14]([C:12]1[C:11]([C:19]#[N:20])=[CH:10][C:9]([C:21]2[CH:22]=[CH:23][C:24]([Cl:27])=[CH:25][CH:26]=2)=[C:8]([C:3]2[CH:4]=[CH:5][CH:6]=[CH:7][C:2]=2[Cl:1])[N:13]=1)[CH2:15][CH:16]([CH3:18])[CH3:17])=[O:34], predict the reactants needed to synthesize it. The reactants are: [Cl:1][C:2]1[CH:7]=[CH:6][CH:5]=[CH:4][C:3]=1[C:8]1[N:13]=[C:12]([NH:14][CH2:15][CH:16]([CH3:18])[CH3:17])[C:11]([C:19]#[N:20])=[CH:10][C:9]=1[C:21]1[CH:26]=[CH:25][C:24]([Cl:27])=[CH:23][CH:22]=1.C[Mg+].[Br-].[Cl:31][CH2:32][C:33](Cl)=[O:34]. (9) Given the product [CH3:15][O:16][C:17]1[CH:18]=[CH:19][C:20]([OH:25])=[C:21]([C:22]2[NH:1][N:2]=[C:3]([C:5]3[C:10]([C:11]([F:12])([F:13])[F:14])=[CH:9][CH:8]=[CH:7][N:6]=3)[N:4]=2)[CH:24]=1, predict the reactants needed to synthesize it. The reactants are: [NH2:1][NH:2][C:3]([C:5]1[C:10]([C:11]([F:14])([F:13])[F:12])=[CH:9][CH:8]=[CH:7][N:6]=1)=[NH:4].[CH3:15][O:16][C:17]1[CH:18]=[CH:19][C:20]([OH:25])=[C:21]([CH:24]=1)[CH:22]=O.